Dataset: Full USPTO retrosynthesis dataset with 1.9M reactions from patents (1976-2016). Task: Predict the reactants needed to synthesize the given product. (1) Given the product [CH3:14][C:15]1([CH3:24])[CH2:20][CH2:19][C:18]([C:2]2[CH:7]=[CH:6][C:5]([C:8](=[O:10])[CH3:9])=[CH:4][C:3]=2[N+:11]([O-:13])=[O:12])=[CH:17][CH2:16]1, predict the reactants needed to synthesize it. The reactants are: Br[C:2]1[CH:7]=[CH:6][C:5]([C:8](=[O:10])[CH3:9])=[CH:4][C:3]=1[N+:11]([O-:13])=[O:12].[CH3:14][C:15]1([CH3:24])[CH2:20][CH2:19][C:18](B(O)O)=[CH:17][CH2:16]1. (2) The reactants are: [CH3:1][C:2]1[CH:6]=[CH:5][O:4][C:3]=1[C:7]([OH:9])=O.ON1C2C=CC=CC=2N=N1.Cl.C(N=C=NCCCN(C)C)C.C(N(CC)C(C)C)(C)C.[CH2:41]([NH2:48])[C:42]1[CH:47]=[CH:46][CH:45]=[CH:44][CH:43]=1. Given the product [CH2:41]([NH:48][C:7]([C:3]1[O:4][CH:5]=[CH:6][C:2]=1[CH3:1])=[O:9])[C:42]1[CH:47]=[CH:46][CH:45]=[CH:44][CH:43]=1, predict the reactants needed to synthesize it. (3) Given the product [OH:1][C:2]1[C:3]([CH3:18])=[C:4]([CH3:17])[C:5]2[O:10][C@@:9]([CH3:14])([C:11]([O:13][CH3:20])=[O:12])[CH2:8][CH2:7][C:6]=2[C:15]=1[CH3:16], predict the reactants needed to synthesize it. The reactants are: [OH:1][C:2]1[C:3]([CH3:18])=[C:4]([CH3:17])[C:5]2[O:10][C@@:9]([CH3:14])([C:11]([OH:13])=[O:12])[CH2:8][CH2:7][C:6]=2[C:15]=1[CH3:16].O.[C:20]1(C)C=CC(S(O)(=O)=O)=CC=1. (4) Given the product [C:44]([O:43][C:41]([NH:40][C:39](=[N:38][C:36]([O:35][C:31]([CH3:34])([CH3:33])[CH3:32])=[O:37])[NH:20][CH2:19][C:16]1[CH:15]=[CH:14][C:13]([CH2:12][N:11]([CH2:10][C:2]2[NH:3][C:4]3[CH:9]=[CH:8][CH:7]=[CH:6][C:5]=3[N:1]=2)[CH:21]2[C:30]3[N:29]=[CH:28][CH:27]=[CH:26][C:25]=3[CH2:24][CH2:23][CH2:22]2)=[CH:18][CH:17]=1)=[O:42])([CH3:47])([CH3:46])[CH3:45], predict the reactants needed to synthesize it. The reactants are: [NH:1]1[C:5]2[CH:6]=[CH:7][CH:8]=[CH:9][C:4]=2[N:3]=[C:2]1[CH2:10][N:11]([CH:21]1[C:30]2[N:29]=[CH:28][CH:27]=[CH:26][C:25]=2[CH2:24][CH2:23][CH2:22]1)[CH2:12][C:13]1[CH:18]=[CH:17][C:16]([CH2:19][NH2:20])=[CH:15][CH:14]=1.[C:31]([O:35][C:36]([NH:38][C:39](N1C=CC=N1)=[N:40][C:41]([O:43][C:44]([CH3:47])([CH3:46])[CH3:45])=[O:42])=[O:37])([CH3:34])([CH3:33])[CH3:32].C(=O)([O-])[O-].[K+].[K+]. (5) The reactants are: F[C:2]1[N:7]=[C:6]([C:8]2[C:16]3[C:11](=[CH:12][N:13]=[C:14]([C:17]4[CH:18]=[N:19][N:20]([CH3:22])[CH:21]=4)[CH:15]=3)[N:10](C3CCCCO3)[N:9]=2)[CH:5]=[CH:4][CH:3]=1.[NH:29]1[CH2:34][CH2:33][CH:32]([NH:35]C(=O)OC(C)(C)C)[CH2:31][CH2:30]1. Given the product [CH3:22][N:20]1[CH:21]=[C:17]([C:14]2[CH:15]=[C:16]3[C:8]([C:6]4[N:7]=[C:2]([N:29]5[CH2:34][CH2:33][CH:32]([NH2:35])[CH2:31][CH2:30]5)[CH:3]=[CH:4][CH:5]=4)=[N:9][NH:10][C:11]3=[CH:12][N:13]=2)[CH:18]=[N:19]1, predict the reactants needed to synthesize it. (6) Given the product [CH2:32]([O:31][C:29](=[O:30])[NH:18][CH2:17][CH:14]1[CH2:13][C:12]2[CH:11]=[CH:10][CH:9]=[C:8]([C:3]3[CH:4]=[CH:5][CH:6]=[CH:7][C:2]=3[Cl:1])[C:16]=2[O:15]1)[C:33]1[CH:38]=[CH:37][CH:36]=[CH:35][CH:34]=1, predict the reactants needed to synthesize it. The reactants are: [Cl:1][C:2]1[CH:7]=[CH:6][CH:5]=[CH:4][C:3]=1[C:8]1[C:16]2[O:15][CH:14]([CH2:17][NH2:18])[CH2:13][C:12]=2[CH:11]=[CH:10][CH:9]=1.C(N(C(C)C)CC)(C)C.Cl[C:29]([O:31][CH2:32][C:33]1[CH:38]=[CH:37][CH:36]=[CH:35][CH:34]=1)=[O:30]. (7) Given the product [F:25][C:26]1[CH:27]=[C:28]([CH2:32][NH:33][C:13]([C:12]2[C:11]3[C:6](=[CH:7][C:8]([O:16][CH3:17])=[CH:9][CH:10]=3)[N:5]([CH2:18][C:19]3[CH:24]=[CH:23][CH:22]=[CH:21][N:20]=3)[C:4]=2[CH:1]([CH3:2])[CH3:3])=[O:14])[CH:29]=[N:30][CH:31]=1, predict the reactants needed to synthesize it. The reactants are: [CH:1]([C:4]1[N:5]([CH2:18][C:19]2[CH:24]=[CH:23][CH:22]=[CH:21][N:20]=2)[C:6]2[C:11]([C:12]=1[C:13](O)=[O:14])=[CH:10][CH:9]=[C:8]([O:16][CH3:17])[CH:7]=2)([CH3:3])[CH3:2].[F:25][C:26]1[CH:27]=[C:28]([CH2:32][NH2:33])[CH:29]=[N:30][CH:31]=1.